Dataset: Peptide-MHC class II binding affinity with 134,281 pairs from IEDB. Task: Regression. Given a peptide amino acid sequence and an MHC pseudo amino acid sequence, predict their binding affinity value. This is MHC class II binding data. The peptide sequence is GELIIVDKIDAAFKI. The MHC is DRB1_0802 with pseudo-sequence DRB1_0802. The binding affinity (normalized) is 0.520.